Dataset: Retrosynthesis with 50K atom-mapped reactions and 10 reaction types from USPTO. Task: Predict the reactants needed to synthesize the given product. (1) The reactants are: Cc1nc(N)sc1CCO[N+](=O)[O-].O=C(O)C1CCCN1. Given the product Cc1nc(NC(=O)C2CCCN2)sc1CCO[N+](=O)[O-], predict the reactants needed to synthesize it. (2) Given the product CCCOc1ccc(N)cc1C1=NC(=O)C2=NN=NC2=N1, predict the reactants needed to synthesize it. The reactants are: CCCOc1ccc([N+](=O)[O-])cc1C1=NC(=O)C2=NN=NC2=N1. (3) The reactants are: BrCCBr.COC(=O)c1cc(C(F)(F)F)n[nH]1. Given the product COC(=O)c1cc(C(F)(F)F)nn1CCBr, predict the reactants needed to synthesize it. (4) Given the product O=c1c(-n2ccnc2)c[nH]n1-c1cc(N2CCC(F)(F)C2)ncn1, predict the reactants needed to synthesize it. The reactants are: FC1(F)CCNC1.O=c1c(-n2ccnc2)c[nH]n1-c1cc(Cl)ncn1. (5) Given the product CCCCCC(CC(=O)Nc1cc(C(=O)NC(=O)CCC(=O)OCc2ccccc2)ccc1C(C)(C)C)c1ccc(OC)cc1OC, predict the reactants needed to synthesize it. The reactants are: CCCCCC(CC(=O)Nc1cc(C(N)=O)ccc1C(C)(C)C)c1ccc(OC)cc1OC.O=C(O)CCC(=O)OCc1ccccc1. (6) Given the product COc1cc(OC)cc(Oc2cccc(F)c2CC(=O)O)c1, predict the reactants needed to synthesize it. The reactants are: COc1cc(O)cc(OC)c1.O=C(O)Cc1c(F)cccc1Cl. (7) Given the product COc1nc(N)nc(Cl)n1, predict the reactants needed to synthesize it. The reactants are: CO.Nc1nc(Cl)nc(Cl)n1. (8) Given the product Cc1cc(C)n(-c2ccc(C#N)c(Cl)c2)n1, predict the reactants needed to synthesize it. The reactants are: Cc1cc(C)[nH]n1.N#Cc1ccc(F)cc1Cl.